From a dataset of Catalyst prediction with 721,799 reactions and 888 catalyst types from USPTO. Predict which catalyst facilitates the given reaction. Reactant: Cl.[Br:2][C:3]1[CH:8]=[CH:7][C:6]([N:9]2[CH2:14][CH2:13][NH:12][CH2:11][CH2:10]2)=[CH:5][CH:4]=1.C(N(CC)CC)C.[C:22]([O:26][C:27](O[C:27]([O:26][C:22]([CH3:25])([CH3:24])[CH3:23])=[O:28])=[O:28])([CH3:25])([CH3:24])[CH3:23]. Product: [C:22]([O:26][C:27]([N:12]1[CH2:13][CH2:14][N:9]([C:6]2[CH:5]=[CH:4][C:3]([Br:2])=[CH:8][CH:7]=2)[CH2:10][CH2:11]1)=[O:28])([CH3:25])([CH3:24])[CH3:23]. The catalyst class is: 4.